This data is from Forward reaction prediction with 1.9M reactions from USPTO patents (1976-2016). The task is: Predict the product of the given reaction. Given the reactants [N:1]1[C:10]2[C:5](=[CH:6][CH:7]=[CH:8][CH:9]=2)[CH:4]=[C:3]([N:11]2[CH2:42][CH2:41][C:14]3([C:19](=[O:20])[N:18]([CH2:21][C:22]4[C:30]5[C:25](=[CH:26][CH:27]=[CH:28][CH:29]=5)[N:24](S(C5C=CC(C)=CC=5)(=O)=O)[CH:23]=4)[CH2:17][CH2:16][CH2:15]3)[CH2:13][CH2:12]2)[CH:2]=1.C([O-])([O-])=O.[Cs+].[Cs+], predict the reaction product. The product is: [NH:24]1[C:25]2[C:30](=[CH:29][CH:28]=[CH:27][CH:26]=2)[C:22]([CH2:21][N:18]2[CH2:17][CH2:16][CH2:15][C:14]3([CH2:13][CH2:12][N:11]([C:3]4[CH:2]=[N:1][C:10]5[C:5]([CH:4]=4)=[CH:6][CH:7]=[CH:8][CH:9]=5)[CH2:42][CH2:41]3)[C:19]2=[O:20])=[CH:23]1.